Dataset: Forward reaction prediction with 1.9M reactions from USPTO patents (1976-2016). Task: Predict the product of the given reaction. (1) Given the reactants [O:1]=[C:2]([C:8]1[CH:9]=[C:10]2[CH:16]=[CH:15][O:14][C:11]2=[CH:12][N:13]=1)[CH2:3]C(OC)=O.O=C(C1C=C2C=COC2=CN=1)CC(OCC)=O.O=C(C1C=C2C=COC2=CN=1)CC(OC(C)(C)C)=O.Cl.[OH-].[Na+], predict the reaction product. The product is: [C:2]([C:8]1[CH:9]=[C:10]2[CH:16]=[CH:15][O:14][C:11]2=[CH:12][N:13]=1)(=[O:1])[CH3:3]. (2) Given the reactants C(=O)([O-])O.[Na+].[N+:6]([C:9]1[CH:10]=[C:11]([OH:16])[C:12](=[CH:14][CH:15]=1)[OH:13])([O-:8])=[O:7].[CH2:17]([CH:19]1[O:21][CH2:20]1)Cl, predict the reaction product. The product is: [N+:6]([C:9]1[CH:15]=[CH:14][C:12]2[O:13][CH2:17][CH:19]([CH2:20][OH:21])[O:16][C:11]=2[CH:10]=1)([O-:8])=[O:7]. (3) Given the reactants Cl.Cl.[C:3]([C:7]1[CH:12]=[CH:11][CH:10]=[CH:9][C:8]=1[N:13]1[CH2:18][CH2:17][NH:16][CH2:15][CH2:14]1)([CH3:6])([CH3:5])[CH3:4].[N:19]([CH2:22][C:23]([O:25][CH2:26][CH3:27])=[O:24])=[C:20]=[O:21].C(N(CC)CC)C.O1CCCC1, predict the reaction product. The product is: [C:3]([C:7]1[CH:12]=[CH:11][CH:10]=[CH:9][C:8]=1[N:13]1[CH2:18][CH2:17][N:16]([C:20]([NH:19][CH2:22][C:23]([O:25][CH2:26][CH3:27])=[O:24])=[O:21])[CH2:15][CH2:14]1)([CH3:6])([CH3:4])[CH3:5]. (4) Given the reactants [N:1]1[CH:6]=[CH:5][CH:4]=[N:3][C:2]=1[N:7]1[CH:11]=[CH:10][CH:9]=[C:8]1[CH:12]=[O:13].[Br:14]N1C(=O)CCC1=O.O, predict the reaction product. The product is: [Br:14][C:11]1[N:7]([C:2]2[N:3]=[CH:4][CH:5]=[CH:6][N:1]=2)[C:8]([CH:12]=[O:13])=[CH:9][CH:10]=1. (5) Given the reactants [NH2:1][C:2]1[CH:7]=[CH:6][C:5]([C:8]#[N:9])=[CH:4][C:3]=1[NH:10][C:11](=O)[CH2:12][CH2:13][CH2:14][CH2:15][N:16]1[CH2:21][CH2:20][CH2:19][CH2:18][CH2:17]1.[H-].[Na+].I[CH2:26][CH2:27][CH3:28], predict the reaction product. The product is: [N:16]1([CH2:15][CH2:14][CH2:13][CH2:12][C:11]2[N:10]([CH2:26][CH2:27][CH3:28])[C:3]3[CH:4]=[C:5]([C:8]#[N:9])[CH:6]=[CH:7][C:2]=3[N:1]=2)[CH2:21][CH2:20][CH2:19][CH2:18][CH2:17]1. (6) Given the reactants [Cl:1][C:2]1[CH:3]=[C:4]([OH:8])[CH:5]=[CH:6][CH:7]=1.[OH-].[Na+].[Br:11][CH2:12][CH2:13][CH2:14][CH2:15]Br.[Na+].[Br-], predict the reaction product. The product is: [Br:11][CH2:12][CH2:13][CH2:14][CH2:15][O:8][C:4]1[CH:3]=[C:2]([Cl:1])[CH:7]=[CH:6][CH:5]=1.